This data is from Full USPTO retrosynthesis dataset with 1.9M reactions from patents (1976-2016). The task is: Predict the reactants needed to synthesize the given product. (1) Given the product [F:29][C:21]1[CH:20]=[C:19]([C:17]2[O:18][C:14]3[C:13]([CH:31]=[CH2:32])=[CH:12][C:11]([OH:10])=[CH:30][C:15]=3[N:16]=2)[CH:24]=[CH:23][C:22]=1[OH:25], predict the reactants needed to synthesize it. The reactants are: C(=O)([O-])[O-].[K+].[K+].C([O:10][C:11]1[CH:12]=[C:13]([CH:31]=[CH2:32])[C:14]2[O:18][C:17]([C:19]3[CH:24]=[CH:23][C:22]([O:25]C(=O)C)=[C:21]([F:29])[CH:20]=3)=[N:16][C:15]=2[CH:30]=1)(=O)C.O1CCOCC1.Cl. (2) Given the product [NH2:1][S:2]([NH:5][C:6]([C:8]1[CH:9]=[CH:10][C:11]2[C:12]([CH:32]3[CH2:37][CH2:36][CH2:35][CH2:34][CH2:33]3)=[C:13]3[C:19]4[CH:20]=[CH:21][C:22]([O:24][CH3:25])=[CH:23][C:18]=4[CH:17]=[C:16]([C:26]([OH:28])=[O:27])[CH2:15][N:14]3[C:30]=2[CH:31]=1)=[O:7])(=[O:3])=[O:4], predict the reactants needed to synthesize it. The reactants are: [NH2:1][S:2]([NH:5][C:6]([C:8]1[CH:9]=[CH:10][C:11]2[C:12]([CH:32]3[CH2:37][CH2:36][CH2:35][CH2:34][CH2:33]3)=[C:13]3[C:19]4[CH:20]=[CH:21][C:22]([O:24][CH3:25])=[CH:23][C:18]=4[CH:17]=[C:16]([C:26]([O:28]C)=[O:27])[CH2:15][N:14]3[C:30]=2[CH:31]=1)=[O:7])(=[O:4])=[O:3].CO.[OH-].[Na+].Cl. (3) Given the product [C:38]([O:41][C:42](=[O:43])[NH:44][CH:45]1[CH2:46][CH2:47][CH:48]([NH:51][C:13]2[N:12]=[C:11]3[N:10]([C:18]([C:25]4[CH:30]=[CH:29][CH:28]=[CH:27][CH:26]=4)([C:19]4[CH:24]=[CH:23][CH:22]=[CH:21][CH:20]=4)[C:31]4[CH:36]=[CH:35][CH:34]=[CH:33][CH:32]=4)[N:9]=[C:8]([C:6]4[CH:5]=[CH:4][CH:3]=[C:2]([Br:1])[N:7]=4)[C:16]3=[CH:15][N:14]=2)[CH2:49][CH2:50]1)([CH3:40])([CH3:37])[CH3:39], predict the reactants needed to synthesize it. The reactants are: [Br:1][C:2]1[N:7]=[C:6]([C:8]2[C:16]3[C:11](=[N:12][C:13](Cl)=[N:14][CH:15]=3)[N:10]([C:18]([C:31]3[CH:36]=[CH:35][CH:34]=[CH:33][CH:32]=3)([C:25]3[CH:30]=[CH:29][CH:28]=[CH:27][CH:26]=3)[C:19]3[CH:24]=[CH:23][CH:22]=[CH:21][CH:20]=3)[N:9]=2)[CH:5]=[CH:4][CH:3]=1.[CH3:37][C:38]([O:41][C:42]([NH:44][CH:45]1[CH2:50][CH2:49][CH:48]([NH2:51])[CH2:47][CH2:46]1)=[O:43])([CH3:40])[CH3:39].CCN(CC)CC. (4) The reactants are: [CH2:1]([O:3][CH:4]([C:8]1[CH:13]=[CH:12][C:11]([O:14][CH3:15])=[CH:10][C:9]=1[F:16])[C:5]([OH:7])=[O:6])[CH3:2].[CH2:17](O)[CH3:18].CCN=C=NCCCN(C)C. Given the product [CH2:17]([O:6][C:5](=[O:7])[CH:4]([O:3][CH2:1][CH3:2])[C:8]1[CH:13]=[CH:12][C:11]([O:14][CH3:15])=[CH:10][C:9]=1[F:16])[CH3:18], predict the reactants needed to synthesize it. (5) Given the product [NH2:1][C:2]1[C:3]([C:9]#[N:11])=[N:4][C:5]([Br:8])=[CH:6][N:7]=1, predict the reactants needed to synthesize it. The reactants are: [NH2:1][C:2]1[C:3]([C:9]([NH2:11])=O)=[N:4][C:5]([Br:8])=[CH:6][N:7]=1.O=P(Cl)(Cl)Cl.C([O-])([O-])=O.[Na+].[Na+].O. (6) Given the product [NH2:5][C@@H:9]([CH2:10][CH3:11])[C:12]([NH:14][C:15]1[CH:16]=[N:17][C:18]([O:21][C:22]2[CH:27]=[CH:26][C:25]([CH3:28])=[C:24]([O:29][CH3:30])[CH:23]=2)=[CH:19][CH:20]=1)=[O:13], predict the reactants needed to synthesize it. The reactants are: CC([N:5]([C@H:9]([C:12]([NH:14][C:15]1[CH:16]=[N:17][C:18]([O:21][C:22]2[CH:27]=[CH:26][C:25]([CH3:28])=[C:24]([O:29][CH3:30])[CH:23]=2)=[CH:19][CH:20]=1)=[O:13])[CH2:10][CH3:11])C(=O)[O-])(C)C.C(O)(C(F)(F)F)=O. (7) Given the product [NH2:17][C:14]1[N:15]=[CH:16][C:11]([C:8]2[CH:9]=[CH:10][C:5]3[N:6]([C:2]([C:27]4[CH:28]=[CH:29][C:24]([CH2:23][OH:22])=[CH:25][CH:26]=4)=[CH:3][N:4]=3)[N:7]=2)=[CH:12][C:13]=1[C:18]([F:21])([F:20])[F:19], predict the reactants needed to synthesize it. The reactants are: Br[C:2]1[N:6]2[N:7]=[C:8]([C:11]3[CH:12]=[C:13]([C:18]([F:21])([F:20])[F:19])[C:14]([NH2:17])=[N:15][CH:16]=3)[CH:9]=[CH:10][C:5]2=[N:4][CH:3]=1.[OH:22][CH2:23][C:24]1[CH:29]=[CH:28][C:27](B(O)O)=[CH:26][CH:25]=1.C([O-])([O-])=O.[K+].[K+].[O-]S([O-])(=O)=O.[Na+].[Na+].